Dataset: NCI-60 drug combinations with 297,098 pairs across 59 cell lines. Task: Regression. Given two drug SMILES strings and cell line genomic features, predict the synergy score measuring deviation from expected non-interaction effect. (1) Drug 1: C1=NC2=C(N=C(N=C2N1C3C(C(C(O3)CO)O)F)Cl)N. Drug 2: CCN(CC)CCCC(C)NC1=C2C=C(C=CC2=NC3=C1C=CC(=C3)Cl)OC. Cell line: COLO 205. Synergy scores: CSS=27.1, Synergy_ZIP=2.34, Synergy_Bliss=5.18, Synergy_Loewe=3.53, Synergy_HSA=3.45. (2) Drug 1: C1=CC=C(C(=C1)C(C2=CC=C(C=C2)Cl)C(Cl)Cl)Cl. Drug 2: C#CCC(CC1=CN=C2C(=N1)C(=NC(=N2)N)N)C3=CC=C(C=C3)C(=O)NC(CCC(=O)O)C(=O)O. Cell line: ACHN. Synergy scores: CSS=-1.09, Synergy_ZIP=-1.04, Synergy_Bliss=-2.61, Synergy_Loewe=-1.85, Synergy_HSA=-2.17. (3) Drug 1: C1C(C(OC1N2C=C(C(=O)NC2=O)F)CO)O. Drug 2: CCN(CC)CCNC(=O)C1=C(NC(=C1C)C=C2C3=C(C=CC(=C3)F)NC2=O)C. Cell line: NCI-H226. Synergy scores: CSS=-2.38, Synergy_ZIP=2.04, Synergy_Bliss=3.15, Synergy_Loewe=-2.48, Synergy_HSA=-2.12. (4) Drug 1: COC1=NC(=NC2=C1N=CN2C3C(C(C(O3)CO)O)O)N. Drug 2: C1C(C(OC1N2C=NC3=C2NC=NCC3O)CO)O. Cell line: SK-MEL-2. Synergy scores: CSS=5.97, Synergy_ZIP=-6.13, Synergy_Bliss=-12.5, Synergy_Loewe=-8.69, Synergy_HSA=-13.6. (5) Drug 1: C1=CC=C(C=C1)NC(=O)CCCCCCC(=O)NO. Drug 2: CC12CCC3C(C1CCC2O)C(CC4=C3C=CC(=C4)O)CCCCCCCCCS(=O)CCCC(C(F)(F)F)(F)F. Cell line: HT29. Synergy scores: CSS=4.12, Synergy_ZIP=3.41, Synergy_Bliss=2.76, Synergy_Loewe=1.13, Synergy_HSA=2.19. (6) Drug 1: CC=C1C(=O)NC(C(=O)OC2CC(=O)NC(C(=O)NC(CSSCCC=C2)C(=O)N1)C(C)C)C(C)C. Drug 2: CC12CCC3C(C1CCC2OP(=O)(O)O)CCC4=C3C=CC(=C4)OC(=O)N(CCCl)CCCl.[Na+]. Cell line: HT29. Synergy scores: CSS=76.2, Synergy_ZIP=0.443, Synergy_Bliss=1.68, Synergy_Loewe=-8.77, Synergy_HSA=2.07. (7) Drug 1: C1C(C(OC1N2C=NC3=C(N=C(N=C32)Cl)N)CO)O. Drug 2: CS(=O)(=O)OCCCCOS(=O)(=O)C. Cell line: ACHN. Synergy scores: CSS=68.2, Synergy_ZIP=-2.69, Synergy_Bliss=-0.293, Synergy_Loewe=2.11, Synergy_HSA=3.38.